From a dataset of Full USPTO retrosynthesis dataset with 1.9M reactions from patents (1976-2016). Predict the reactants needed to synthesize the given product. Given the product [CH2:25]([N:10]1[CH2:11][CH2:12][CH:7]([CH2:6][N:5]([C@@H:13]2[CH2:15][C@H:14]2[C:16]2[CH:21]=[CH:20][C:19]([I:22])=[CH:18][CH:17]=2)[C:3](=[O:4])[C:2]([F:23])([F:1])[F:24])[CH2:8][CH2:9]1)[C:26]1[CH:31]=[CH:30][CH:29]=[CH:28][CH:27]=1, predict the reactants needed to synthesize it. The reactants are: [F:1][C:2]([F:24])([F:23])[C:3]([N:5]([C@@H:13]1[CH2:15][C@H:14]1[C:16]1[CH:21]=[CH:20][C:19]([I:22])=[CH:18][CH:17]=1)[CH2:6][CH:7]1[CH2:12][CH2:11][NH:10][CH2:9][CH2:8]1)=[O:4].[CH:25](=O)[C:26]1[CH:31]=[CH:30][CH:29]=[CH:28][CH:27]=1.C(O[BH-](OC(=O)C)OC(=O)C)(=O)C.[Na+].